Dataset: Reaction yield outcomes from USPTO patents with 853,638 reactions. Task: Predict the reaction yield, written as a fraction of the theoretical maximum amount of product (1.0 means a 100% yield; for example, 0.34 means a 34% yield). The reactants are [S:1]1[C:6]2[CH:7]=[CH:8][CH:9]=[CH:10][C:5]=2[N:4]([CH2:11][CH2:12][O:13][C:14]2[CH:19]=[CH:18][C:17]([CH2:20][CH:21]([O:25][CH2:26][CH3:27])[C:22]([OH:24])=O)=[CH:16][CH:15]=2)[CH2:3][CH2:2]1.[CH2:28]([NH2:35])[C:29]1[CH:34]=[CH:33][CH:32]=[CH:31][CH:30]=1. No catalyst specified. The product is [CH2:28]([NH:35][C:22](=[O:24])[CH:21]([O:25][CH2:26][CH3:27])[CH2:20][C:17]1[CH:16]=[CH:15][C:14]([O:13][CH2:12][CH2:11][N:4]2[C:5]3[CH:10]=[CH:9][CH:8]=[CH:7][C:6]=3[S:1][CH2:2][CH2:3]2)=[CH:19][CH:18]=1)[C:29]1[CH:34]=[CH:33][CH:32]=[CH:31][CH:30]=1. The yield is 0.740.